Dataset: Human Reference Interactome with 51,813 positive PPI pairs across 8,248 proteins, plus equal number of experimentally-validated negative pairs. Task: Binary Classification. Given two protein amino acid sequences, predict whether they physically interact or not. (1) Protein 1 (ENSG00000158869) has sequence MIPAVVLLLLLLVEQAAALGEPQLCYILDAILFLYGIVLTLLYCRLKIQVRKAAITSYEKSDGVYTGLSTRNQETYETLKHEKPPQ*MIPAVVLLLLLLVEQAAALGEPQLCYILDAILFLYGIVLTLLYCRLKIQVRKAAITSYEKSDGVYTMESPSITRLECSGMIWAHCNLCLLGSRDSRASPSRVAKTTGTTMPS*. Protein 2 (ENSG00000164466) has sequence MSGELPPNINIKEPRWDQSTFIGRANHFFTVTDPRNILLTNEQLESARKIVHDYRQGIVPPGLTENELWRAKYIYDSAFHPDTGEKMILIGRMSAQVPMNMTITGCMMTFYRTTPAVLFWQWINQSFNAVVNYTNRSGDAPLTVNELGTAYVSATTGAVATALGLNALTKHVSPLIGRFVPFAAVAAANCINIPLMRQRELKVGIPVTDENGNRLGESANAAKQAITQVVVSRILMAAPGMAIPPFIMNTLEKKAFLKRFPWMSAPIQVGLVGFCLVFATPLCCALFPQKSSMSVTSLEA.... Result: 1 (the proteins interact). (2) Protein 1 (ENSG00000163220) has sequence MTCKMSQLERNIETIINTFHQYSVKLGHPDTLNQGEFKELVRKDLQNFLKKENKNEKVIEHIMEDLDTNADKQLSFEEFIMLMARLTWASHEKMHEGDEGPGHHHKPGLGEGTP*. Protein 2 (ENSG00000174891) has sequence MGRRSSDTEEESRSKRKKKHRRRSSSSSSSDSRTYSRKKGGRKSRSKSRSWSRDLQPRSHSYDRRRRHRSSSSSSYGSRRKRSRSRSRGRGKSYRVQRSRSKSRTRRSRSRPRLRSHSRSSERSSHRRTRSRSRDRERRKGRDKEKREKEKDKGKDKELHNIKRGESGNIKAGLEHLPPAEQAKARLQLVLEAAAKADEALKAKERNEEEAKRRKEEDQATLVEQVKRVKEIEAIESDSFVQQTFRSSKEVKKSVEPSEVKQATSTSGPASAVADPPSTEKEIDPTSIPTAIKYQDDNSL.... Result: 0 (the proteins do not interact). (3) Protein 1 (ENSG00000151876) has sequence MAGSEPRSGTNSPPPPFSDWGRLEAAILSGWKTFWQSVSKERVARTTSREEVDEAASTLTRLPIDVQLYILSFLSPHDLCQLGSTNHYWNETVRDPILWRYFLLRDLPSWSSVDWKSLPDLEILKKPISEVTDGAFFDYMAVYRMCCPYTRRASKSSRPMYGAVTSFLHSLIIQNEPRFAMFGPGLEELNTSLVLSLMSSEELCPTAGLPQRQIDGIGSGVNFQLNNQHKFNILILYSTTRKERDRAREEHTSAVNKMFSRHNEGDDQQGSRYSVIPQIQKVCEVVDGFIYVANAEAHKR.... Protein 2 (ENSG00000203812) has sequence MSGRGKQGGKARAKAKSRSSRAGLQFPVGRVHRLLRKGNYAERVGAGAPVYMAAVLEYLTAEILELAGNAARDNKKTRIIPRHLQLAIRNDEELNKLLGKVTIAQGGVLPNIQAVLLPKKTESHHKAKGK*. Result: 0 (the proteins do not interact). (4) Protein 1 (ENSG00000135749) has sequence MVSQVLQLLRQGVWAALTGGWYHDPEQSKFTNSCHLYLWLFLLLLPLALHLAFPPNAIIVFFYCSAVTIFFTIIKLVSYRLHLMFDKGEVIQQKPSRKEEKPNKDKEAKGEHITNHRNPSNNRQIHNGKKEEASRNLSTPPLRCSSRGQSITSHHSSGPLELSAQETVEDLKGVILLEDHPIAPVSSTSPGIKVESLPASQAHMLETTTKSVIPVKPVATETLINGKGKERGGKGQPPLRHRSEGGLVDKGPLKKLPHLSLSQYDLLETDVSFQPWGSENSVLIPEPVSCPRGSIRERVQ.... Protein 2 (ENSG00000137965) has sequence MAVTTRLTWLHEKILQNHFGGKRLSLLYKGSVHGFRNGVLLDRCCNQGPTLTVIYSEDHIIGAYAEESYQEGKYASIILFALQDTKISEWKLGLCTPETLFCCDVTKYNSPTNFQIDGRNRKVIMDLKTMENLGLAQNCTISIQDYEVFRCEDSLDERKIKGVIELRKSLLSALRTYEPYGSLVQQIRILLLGPIGAGKSSFFNSVRSVFQGHVTHQALVGTNTTGISEKYRTYSIRDGKDGKYLPFILCDSLGLSEKEGGLCRDDIFYILNGNIRDRYQFNPMESIKLNHHDYIDSPSL.... Result: 0 (the proteins do not interact). (5) Protein 1 (ENSG00000075426) has sequence MYQDYPGNFDTSSRGSSGSPAHAESYSSGGGGQQKFRVDMPGSGSAFIPTINAITTSQDLQWMVQPTVITSMSNPYPRSHPYSPLPGLASVPGHMALPRPGVIKTIGTTVGRRRRDEQLSPEEEEKRRIRRERNKLAAAKCRNRRRELTEKLQAETEELEEEKSGLQKEIAELQKEKEKLEFMLVAHGPVCKISPEERRSPPAPGLQPMRSGGGSVGAVVVKQEPLEEDSPSSSSAGLDKAQRSVIKPISIAGGFYGEEPLHTPIVVTSTPAVTPGTSNLVFTYPSVLEQESPASPSESC.... Protein 2 (ENSG00000115966) has sequence MKFKLHVNSARQYKDLWNMSDDKPFLCTAPGCGQRFTNEDHLAVHKHKHEMTLKFGPARNDSVIVADQTPTPTRFLKNCEEVGLFNELASPFENEFKKASEDDIKKMPLDLSPLATPIIRSKIEEPSVVETTHQDSPLPHPESTTSDEKEVPLAQTAQPTSAIVRPASLQVPNVLLTSSDSSVIIQQAVPSPTSSTVITQAPSSNRPIVPVPGPFPLLLHLPNGQTMPVAIPASITSSNVHVPAAVPLVRPVTMVPSVPGIPGPSSPQPVQSEAKMRLKAALTQQHPPVTNGDTVKGHGS.... Result: 1 (the proteins interact). (6) Protein 1 (ENSG00000166225) has sequence MGSCCSCPDKDTVPDNHRNKFKVINVDDDGNELGSGIMELTDTELILYTRKRDSVKWHYLCLRRYGYDSNLFSFESGRRCQTGQGIFAFKCARAEELFNMLQEIMQNNSINVVEEPVVERNNHQTELEVPRTPRTPTTPGFAAQNLPNGYPRYPSFGDASSHPSSRHPSVGSARLPSVGEESTHPLLVAEEQVHTYVNTTGVQEERKNRTSVHVPLEARVSNAESSTPKEEPSSIEDRDPQILLEPEGVKFVLGPTPVQKQLMEKEKLEQLGRDQVSGSGANNTEWDTGYDSDERRDAPS.... Protein 2 (ENSG00000139133) has sequence MAQLEGYYFSAALSCTFLVSCLLFSAFSRALREPYMDEIFHLPQAQRYCEGHFSLSQWDPMITTLPGLYLVSIGVIKPAIWIFGWSEHVVCSIGMLRFVNLLFSVGNFYLLYLLFCKVQPRNKAASSIQRVLSTLTLAVFPTLYFFNFLYYTEAGSMFFTLFAYLMCLYGNHKTSAFLGFCGFMFRQTNIIWAVFCAGNVIAQKLTEAWKTELQKKEDRLPPIKGPFAEFRKILQFLLAYSMSFKNLSMLLLLTWPYILLGFLFCAFVVVNGGIVIGDRSSHEACLHFPQLFYFFSFTLF.... Result: 0 (the proteins do not interact). (7) Protein 1 (ENSG00000136048) has sequence MLCFLRGMAFVPFLLVTWSSAAFIISYVVAVLSGHVNPFLPYISDTGTTPPESGIFGFMINFSAFLGAATMYTRYKIVQKQNQTCYFSTPVFNLVSLVLGLVGCFGMGIVANFQELAVPVVHDGGALLAFVCGVVYTLLQSIISYKSCPQWNSLSTCHIRMVISAVSCAAVIPMIVCASLISITKLEWNPREKDYVYHVVSAICEWTVAFGFIFYFLTFIQDFQSVTLRISTEINGDI*XFLRGMAFVPFLLVTWSSAAFIISYVVAVLSGHVNPFLPYISYFLR*MLCFLRGMAFVPFL.... Protein 2 (ENSG00000174950) has sequence MEAPGPRALRTALCGGCCCLLLCAQLAVAGKGARGFGRGALIRLNIWPAVQGACKQLEVCEHCVEGDGARNLSSCVWEQCRPEEPGHCVAQSEVVKEGCSIYNRSEACPAAHHHPTYEPKTVTTGSPPVPEAHSPGFDGASFIGGVVLVLSLQAVAFFVLHFLKAKDSTYQTL*MEAPGPRALRTALCGGCCCLLLCAQLAVAGKGARGFGRGALIRLNIWPAVQGACKQLEVCEHCVEGDGARNLSSCVWEQCRPEEPGHCVAQSEVVKEGCSIYNRSEACPAAHHHPTYEPKTVTTGS.... Result: 1 (the proteins interact). (8) Protein 1 (ENSG00000128610) has sequence MDSSCHNATTKMLATAPARGNMMSTSKPLAFSIERMDSSCHNATTKMLATAPARGNMMSTSKPLAFSIERIMARTPEPKALPVPHFLQGALPKGEPKHSLHLNSSIPCMIPFVPVAYDTSPKAGVTGSEPRKASLEAPAAPAAVPSAPAFSCSDLLNCALSLKGDLARDALPLQQYKLVRPRVVNHSSFHAMGALCYLNRGDGPCHPAAGVNIHPVASYFLSSPLHPQPKTYLAERNKLVVPAVEKYPSGVAFKDLSQAQLQHYMKESAQLLSEKIAFKTSDFSRGSPNAKPKVFTCEVC.... Protein 2 (ENSG00000269096) has sequence MTDKTEKVAVDPETVFKRPRECDSPSYQKRQRMALLARKQGAGDSLIAGSAMSKEKKLMTGHAIPPSQLDSQIDDFTGFSKDRMMQKPGSNAPVGGNVTSSFSGDDLECRETASSPKSQREINADIKRKLVKELRCVGQKYEKIFEMLEGVQGPTAVRKRFFESIIKEAARCMRRDFVKHLKKKLKRMI*. Result: 0 (the proteins do not interact). (9) Protein 1 (ENSG00000119703) has sequence MAGLQRLASHLPVGVMLPHNTTEAPGPHSAKQDSYEQGDSSQQSLKGHLRNNFQKQLLSNKELILDKVYTHPKWNTQTKARSYSYPHCTGISQQDPESDSQGQGNGLFYSSGPQSWYPKANNQDFIPFTKKRVGVDRAFPLKPMVHRKSCSTGEAGTDGDHNVYPRPPEPREFSSRNFGVRNQGNFSVVGTVLAATQAEKAVANFDRTEWVQIRRLEAAGESLEEEIRRKQILLRGKLKKTEEELRRIQTQKEQAKENENGELQKIILPRSRVKGNKSNTMYKPIFSPEFEFEEEFSRDR.... Protein 2 (ENSG00000140368) has sequence MMPQLQFKDAFWCRDFTAHTGYEVLLQRLLDGRKMCKDMEELLRQRAQAEERYGKELVQIARKAGGQTEINSLRASFDSLKQQMENVGSSHIQLALTLREELRSLEEFRERQKEQRKKYEAVMDRVQKSKLSLYKKAMESKKTYEQKCRDADDAEQAFERISANGHQKQVEKSQNKARQCKDSATEAERVYRQSIAQLEKVRAEWEQEHRTTCEAFQLQEFDRLTILRNALWVHSNQLSMQCVKDDELYEEVRLTLEGCSIDADIDSFIQAKSTGTEPPAPVPYQNYYDREVTPLTSSPG.... Result: 1 (the proteins interact). (10) Protein 1 (ENSG00000161526) has sequence MAGKKNVLSSLAVYAEDSEPESDGEAGIEAVGSAAEEKGGLVSDAYGEDDFSRLGGDEDGYEEEEDENSRQSDNTEAEKRDPQELVASFSERVRNMSPDEIKIPPEPPGRCSNHLQDKIQKLYERKIKEGMDMNYIIQRKKEFRNPSIYEKLIQFCAIDELGTNYPKDMFDPHGWSEDSYYEALAKAQKIEMDKLEKAKKERTKACCRDVSAAPGDRSCPSPVRAGTASSWVLSL*MAGKKNVLSSLAVYAEDSEPESDGEAGIEAVGSAAEEKGGLVSDAYGEDDFSRLGGDEDGYEEE.... Protein 2 (ENSG00000217930) has sequence MAKYLAQIIVMGVQVVGRAFARALRQEFAASRAAADARGRAGHRSAAASNLSGLSLQEAQQILNVSKLSPEEVQKNYEHLFKVNDKSVGGSFYLQSKVVRAKERLDEELKIQAQEDREKGQMPHT*MAKYLAQIIVMGVQVVGRAFARALRQEFAASRAAADARGRAGHRSAAASNLSGLSLQEAQQILNVSKLSPEEVQKNYEHLFKVNDKSVGGSFYLQSKRSGLSMLPKLISNSWPQAILLPWPPKTLGLHA*MESHVQCSGMFSLAKYLAQIIVMGVQVVGRAFARALRQEFAASR.... Result: 0 (the proteins do not interact).